Dataset: Catalyst prediction with 721,799 reactions and 888 catalyst types from USPTO. Task: Predict which catalyst facilitates the given reaction. Reactant: [Cl:1][C:2]1[CH:7]=[CH:6][CH:5]=[CH:4][C:3]=1[CH:8]([C:23]1[CH:28]=[CH:27][C:26]([F:29])=[CH:25][CH:24]=1)[O:9][C:10]1[CH:19]=[CH:18][C:17]([N+:20]([O-])=O)=[CH:16][C:11]=1[C:12]([O:14][CH3:15])=[O:13].[Cl-].[Ca+2].[Cl-].C(O)C. Product: [NH2:20][C:17]1[CH:18]=[CH:19][C:10]([O:9][CH:8]([C:3]2[CH:4]=[CH:5][CH:6]=[CH:7][C:2]=2[Cl:1])[C:23]2[CH:28]=[CH:27][C:26]([F:29])=[CH:25][CH:24]=2)=[C:11]([CH:16]=1)[C:12]([O:14][CH3:15])=[O:13]. The catalyst class is: 150.